This data is from Reaction yield outcomes from USPTO patents with 853,638 reactions. The task is: Predict the reaction yield, written as a fraction of the theoretical maximum amount of product (1.0 means a 100% yield; for example, 0.34 means a 34% yield). The reactants are [CH3:1][C:2]1[CH:3]=[C:4]([C:19]2[S:23][C:22]([C:24]3([C:30]#[N:31])[CH2:29][CH2:28][CH2:27][CH2:26][CH2:25]3)=[N:21][CH:20]=2)[CH:5]=[C:6]([NH:8][C:9]2[N:14]=[C:13]([C:15]([F:18])([F:17])[F:16])[CH:12]=[CH:11][N:10]=2)[CH:7]=1.[OH-:32].[Na+].Cl. No catalyst specified. The product is [CH3:1][C:2]1[CH:3]=[C:4]([C:19]2[S:23][C:22]([C:24]3([C:30]([NH2:31])=[O:32])[CH2:25][CH2:26][CH2:27][CH2:28][CH2:29]3)=[N:21][CH:20]=2)[CH:5]=[C:6]([NH:8][C:9]2[N:14]=[C:13]([C:15]([F:18])([F:17])[F:16])[CH:12]=[CH:11][N:10]=2)[CH:7]=1. The yield is 0.0850.